From a dataset of Full USPTO retrosynthesis dataset with 1.9M reactions from patents (1976-2016). Predict the reactants needed to synthesize the given product. (1) Given the product [OH:11][C:9]1[CH2:8][CH2:7][N:6]([CH:14]([C:16]2([CH3:19])[CH2:17][CH2:18]2)[CH3:15])[C:4](=[O:5])[C:3]=1[C:1]#[N:2], predict the reactants needed to synthesize it. The reactants are: [C:1]([CH2:3][C:4]([N:6]([CH:14]([C:16]1([CH3:19])[CH2:18][CH2:17]1)[CH3:15])[CH2:7][CH2:8][C:9]([O:11]CC)=O)=[O:5])#[N:2].CC(C)([O-])C.[K+].Cl. (2) Given the product [Br:1][C:2]1[CH:3]=[C:4]2[C:9](=[CH:10][C:11]=1[O:12][CH3:13])[C:8](=[O:14])[NH:7][C:6](=[O:15])[C:5]2=[CH:16][NH:32][C:29]1[CH:28]=[CH:27][C:26]([CH2:25][N:19]2[CH2:24][CH2:23][CH2:22][CH2:21][CH2:20]2)=[CH:31][CH:30]=1, predict the reactants needed to synthesize it. The reactants are: [Br:1][C:2]1[CH:3]=[C:4]2[C:9](=[CH:10][C:11]=1[O:12][CH3:13])[C:8](=[O:14])[NH:7][C:6](=[O:15])/[C:5]/2=[CH:16]/OC.[N:19]1([CH2:25][C:26]2[CH:31]=[CH:30][C:29]([NH2:32])=[CH:28][CH:27]=2)[CH2:24][CH2:23][CH2:22][CH2:21][CH2:20]1. (3) Given the product [CH:1]1([C:7]2[C:15]3[C:10](=[N:11][CH:12]=[C:13]([NH:16][C:17](=[O:33])[C:18]4[C:23]([F:24])=[CH:22][CH:21]=[C:20]([NH:25][S:26]([CH2:29][CH2:30][CH3:31])(=[O:28])=[O:27])[C:19]=4[F:32])[CH:14]=3)[NH:9][CH:8]=2)[CH2:2][CH2:3][CH2:4][CH2:5][CH2:6]1, predict the reactants needed to synthesize it. The reactants are: [C:1]1([C:7]2[C:15]3[C:10](=[N:11][CH:12]=[C:13]([NH:16][C:17](=[O:33])[C:18]4[C:23]([F:24])=[CH:22][CH:21]=[C:20]([NH:25][S:26]([CH2:29][CH2:30][CH3:31])(=[O:28])=[O:27])[C:19]=4[F:32])[CH:14]=3)[NH:9][CH:8]=2)[CH2:6][CH2:5][CH2:4][CH2:3][CH:2]=1.[H][H]. (4) Given the product [CH3:57][O:56][C:54]([C:53]1[CH:58]=[CH:59][CH:60]=[CH:61][C:52]=1[NH:51][C:15](=[O:17])[CH2:14][CH:11]1[CH2:10][CH2:9][N:8]([C:6]([O:5][C:2]([CH3:1])([CH3:3])[CH3:4])=[O:7])[CH2:13][CH2:12]1)=[O:55], predict the reactants needed to synthesize it. The reactants are: [CH3:1][C:2]([O:5][C:6]([N:8]1[CH2:13][CH2:12][CH:11]([CH2:14][C:15]([OH:17])=O)[CH2:10][CH2:9]1)=[O:7])([CH3:4])[CH3:3].CN(C(ON1N=NC2C=CC=NC1=2)=[N+](C)C)C.F[P-](F)(F)(F)(F)F.C(N(C(C)C)CC)(C)C.[NH2:51][C:52]1[CH:61]=[CH:60][CH:59]=[CH:58][C:53]=1[C:54]([O:56][CH3:57])=[O:55]. (5) Given the product [NH2:10][C:9]1[CH:8]=[C:7]([CH2:13][CH2:14][CH:15]2[CH2:17][CH2:16]2)[S:6][C:5]=1[C:3]([OH:4])=[O:2], predict the reactants needed to synthesize it. The reactants are: C[O:2][C:3]([C:5]1[S:6][C:7]([C:13]#[C:14][CH:15]2[CH2:17][CH2:16]2)=[CH:8][C:9]=1[N+:10]([O-])=O)=[O:4]. (6) Given the product [CH:1]1([N:7]2[C:8]3[N:9]=[C:10]([NH:22][CH2:23][CH3:24])[N:11]=[C:12]([CH3:21])[C:13]=3[CH:14]=[CH:15][C:16]2=[O:17])[CH2:6][CH2:5][CH2:4][CH2:3][CH2:2]1, predict the reactants needed to synthesize it. The reactants are: [CH:1]1([NH:7][C:8]2[C:13](/[CH:14]=[CH:15]/[C:16](OCC)=[O:17])=[C:12]([CH3:21])[N:11]=[C:10]([NH:22][CH2:23][CH3:24])[N:9]=2)[CH2:6][CH2:5][CH2:4][CH2:3][CH2:2]1. (7) Given the product [CH2:24]([N:26]([CH2:27][CH3:28])[C:15](=[O:16])[C:14]1[CH:18]=[CH:19][C:11]([S:8]([NH:7][C:5](=[O:6])[C:4]2[CH:20]=[CH:21][CH:22]=[CH:23][C:3]=2[O:2][CH3:1])(=[O:10])=[O:9])=[CH:12][CH:13]=1)[CH3:25], predict the reactants needed to synthesize it. The reactants are: [CH3:1][O:2][C:3]1[CH:23]=[CH:22][CH:21]=[CH:20][C:4]=1[C:5]([NH:7][S:8]([C:11]1[CH:19]=[CH:18][C:14]([C:15](Cl)=[O:16])=[CH:13][CH:12]=1)(=[O:10])=[O:9])=[O:6].[CH2:24]([NH:26][CH2:27][CH3:28])[CH3:25].C(N(CC)CC)C. (8) Given the product [N:23]1[CH:28]=[CH:27][C:26]([C:2]2[C:3]([F:22])=[CH:4][N:5]3[C:10]([C:11]=2[CH3:12])=[C:9]([CH:13]2[CH2:15][CH2:14]2)[CH:8]=[C:7]([C:16]([O:18][CH2:19][CH3:20])=[O:17])[C:6]3=[O:21])=[CH:25][CH:24]=1, predict the reactants needed to synthesize it. The reactants are: Cl[C:2]1[C:3]([F:22])=[CH:4][N:5]2[C:10]([C:11]=1[CH3:12])=[C:9]([CH:13]1[CH2:15][CH2:14]1)[CH:8]=[C:7]([C:16]([O:18][CH2:19][CH3:20])=[O:17])[C:6]2=[O:21].[N:23]1[CH:28]=[CH:27][C:26](B(O)O)=[CH:25][CH:24]=1. (9) Given the product [ClH:38].[CH2:26]1[C:25]2[S:37][C:20]3[CH:19]=[C:18]([N:3]4[CH:4]=[CH:5][C:6]([C:8]5[CH:13]=[CH:12][C:11]([C:14]([F:17])([F:15])[F:16])=[CH:10][N:9]=5)=[CH:7][C:2]4=[O:1])[CH:23]=[CH:22][C:21]=3[C:24]=2[CH2:29][CH2:28][NH:27]1, predict the reactants needed to synthesize it. The reactants are: [O:1]=[C:2]1[CH:7]=[C:6]([C:8]2[CH:13]=[CH:12][C:11]([C:14]([F:17])([F:16])[F:15])=[CH:10][N:9]=2)[CH:5]=[CH:4][N:3]1[C:18]1[CH:23]=[CH:22][C:21]2[C:24]3[CH2:29][CH2:28][N:27](C(OC(C)(C)C)=O)[CH2:26][C:25]=3[S:37][C:20]=2[CH:19]=1.[ClH:38].